From a dataset of Reaction yield outcomes from USPTO patents with 853,638 reactions. Predict the reaction yield, written as a fraction of the theoretical maximum amount of product (1.0 means a 100% yield; for example, 0.34 means a 34% yield). (1) The reactants are [Br:1][C:2]1[CH:3]=[N:4][C:5]([N:8]([CH3:23])[C@H:9]2[CH2:14][CH2:13][C@H:12]([CH2:15][CH2:16][CH2:17]OS(C)(=O)=O)[CH2:11][CH2:10]2)=[N:6][CH:7]=1.[CH3:24][NH:25][CH3:26]. The catalyst is CO. The product is [Br:1][C:2]1[CH:3]=[N:4][C:5]([N:8]([C@H:9]2[CH2:14][CH2:13][C@H:12]([CH2:15][CH2:16][CH2:17][N:25]([CH3:26])[CH3:24])[CH2:11][CH2:10]2)[CH3:23])=[N:6][CH:7]=1. The yield is 0.880. (2) The reactants are [Cl:1][C:2]1[CH:10]=[CH:9][C:8]([N:11]2[CH:15]=[N:14][CH:13]=[N:12]2)=[CH:7][C:3]=1[C:4]([NH2:6])=[O:5].FC1C=CC([O:23][C:24](=O)[NH:25][C:26]2[S:27][C:28]3[CH:34]=[C:33]([S:35]([CH3:38])(=[O:37])=[O:36])[CH:32]=[CH:31][C:29]=3[N:30]=2)=CC=1.CC(C)([O-])C.[K+].Cl. The catalyst is C1COCC1. The product is [Cl:1][C:2]1[CH:10]=[CH:9][C:8]([N:11]2[CH:15]=[N:14][CH:13]=[N:12]2)=[CH:7][C:3]=1[C:4]([NH:6][C:24](=[O:23])[NH:25][C:26]1[S:27][C:28]2[CH:34]=[C:33]([S:35]([CH3:38])(=[O:37])=[O:36])[CH:32]=[CH:31][C:29]=2[N:30]=1)=[O:5]. The yield is 0.110. (3) The reactants are Cl[C:2]1[N:7]=[C:6]([N:8]2[CH2:13][CH2:12][O:11][CH2:10][C@H:9]2[CH3:14])[CH:5]=[C:4]([C:15]2([S@:18]([CH3:21])(=[NH:20])=[O:19])[CH2:17][CH2:16]2)[N:3]=1.C([O-])([O-])=O.[Na+].[Na+].CC1(C)C(C)(C)OB([C:36]2[CH:41]=[CH:40][N:39]=[C:38]3[N:42](S(C4C=CC(C)=CC=4)(=O)=O)[CH:43]=[CH:44][C:37]=23)O1.[OH-].[Na+].Cl. The catalyst is COCCOC.O.Cl[Pd](Cl)([P](C1C=CC=CC=1)(C1C=CC=CC=1)C1C=CC=CC=1)[P](C1C=CC=CC=1)(C1C=CC=CC=1)C1C=CC=CC=1. The product is [CH3:14][C@@H:9]1[CH2:10][O:11][CH2:12][CH2:13][N:8]1[C:6]1[CH:5]=[C:4]([C:15]2([S@@:18]([CH3:21])(=[NH:20])=[O:19])[CH2:17][CH2:16]2)[N:3]=[C:2]([C:36]2[CH:41]=[CH:40][N:39]=[C:38]3[NH:42][CH:43]=[CH:44][C:37]=23)[N:7]=1. The yield is 0.710.